From a dataset of Forward reaction prediction with 1.9M reactions from USPTO patents (1976-2016). Predict the product of the given reaction. (1) Given the reactants [N+:1]([C:4]1[CH:5]=[C:6]([CH:8]=[CH:9][CH:10]=1)[NH2:7])([O-:3])=[O:2].P(=O)(O)(O)O.[CH3:16][C:17](=O)[C:18](=O)[CH3:19].C=O.[Cl-].[NH4+:25].[C:26](=O)([O-])O.[Na+], predict the reaction product. The product is: [CH3:16][C:17]1[N:25]=[CH:26][N:7]([C:6]2[CH:8]=[CH:9][CH:10]=[C:4]([N+:1]([O-:3])=[O:2])[CH:5]=2)[C:18]=1[CH3:19]. (2) Given the reactants [Cl:1][C:2]1[C:7]([O:8][C:9]2[CH:14]=[CH:13][CH:12]=[CH:11][C:10]=2[OH:15])=[CH:6][C:5]([NH:16][C:17](=[O:19])[CH3:18])=[C:4]([F:20])[CH:3]=1.C(=O)([O-])[O-].[K+].[K+].Br[CH2:28][C:29]([O:31][CH2:32][CH3:33])=[O:30].O, predict the reaction product. The product is: [C:17]([NH:16][C:5]1[C:4]([F:20])=[CH:3][C:2]([Cl:1])=[C:7]([CH:6]=1)[O:8][C:9]1[CH:14]=[CH:13][CH:12]=[CH:11][C:10]=1[O:15][CH2:28][C:29]([O:31][CH2:32][CH3:33])=[O:30])(=[O:19])[CH3:18]. (3) Given the reactants [H-].[Na+].[I-].[CH3:4][S+](C)(C)=O.[C:9]([C:12]1[N:13]=[N:14][N:15]([CH:17]2[CH2:22][CH2:21][N:20]([C:23]3[CH:28]=[CH:27][C:26]([N:29]4[CH2:33][C@H:32]([CH2:34][NH:35][C:36](=[O:38])[CH3:37])[O:31][C:30]4=[O:39])=[CH:25][C:24]=3[F:40])[CH2:19][CH2:18]2)[CH:16]=1)(=[O:11])[CH3:10], predict the reaction product. The product is: [CH3:10][C:9]1([C:12]2[N:13]=[N:14][N:15]([CH:17]3[CH2:18][CH2:19][N:20]([C:23]4[CH:28]=[CH:27][C:26]([N:29]5[CH2:33][C@H:32]([CH2:34][NH:35][C:36](=[O:38])[CH3:37])[O:31][C:30]5=[O:39])=[CH:25][C:24]=4[F:40])[CH2:21][CH2:22]3)[CH:16]=2)[CH2:4][O:11]1.